Dataset: Reaction yield outcomes from USPTO patents with 853,638 reactions. Task: Predict the reaction yield, written as a fraction of the theoretical maximum amount of product (1.0 means a 100% yield; for example, 0.34 means a 34% yield). (1) The reactants are [N:1]12[CH2:8][CH2:7][CH:4]([CH2:5][CH2:6]1)[C@@H:3]([O:9][C:10](=[O:26])[C:11]([C:19]1[CH:24]=[CH:23][C:22]([CH3:25])=[CH:21][CH:20]=1)([NH2:18])C1C=CC=CC=1)[CH2:2]2.[Br:27][CH2:28][C:29]([C:31]1[CH:36]=[CH:35][CH:34]=[CH:33][CH:32]=1)=[O:30]. The catalyst is C(#N)C. The product is [Br-:27].[O:30]=[C:29]([C:31]1[CH:36]=[CH:35][CH:34]=[CH:33][CH:32]=1)[CH2:28][N+:1]12[CH2:6][CH2:5][CH:4]([CH2:7][CH2:8]1)[C@@H:3]([O:9][C:10](=[O:26])[CH:11]([C:19]1[CH:20]=[CH:21][C:22]([CH3:25])=[CH:23][C:24]=1[C:19]1[CH:24]=[CH:23][CH:22]=[CH:21][CH:20]=1)[NH2:18])[CH2:2]2. The yield is 0.320. (2) The reactants are [CH3:1][C:2]1[CH2:7][CH2:6][CH2:5][CH2:4][CH:3]=1.[CH:8]1[CH:13]=[CH:12][CH:11]=[CH:10][CH:9]=1.S(=O)(=O)(O)O. No catalyst specified. The product is [CH3:1][C:2]1([C:8]2[CH:13]=[CH:12][CH:11]=[CH:10][CH:9]=2)[CH2:7][CH2:6][CH2:5][CH2:4][CH2:3]1. The yield is 0.365.